Dataset: Peptide-MHC class I binding affinity with 185,985 pairs from IEDB/IMGT. Task: Regression. Given a peptide amino acid sequence and an MHC pseudo amino acid sequence, predict their binding affinity value. This is MHC class I binding data. (1) The binding affinity (normalized) is 0. The peptide sequence is LTPKWNNET. The MHC is HLA-B27:05 with pseudo-sequence HLA-B27:05. (2) The peptide sequence is VYHITVSQI. The MHC is HLA-A26:01 with pseudo-sequence HLA-A26:01. The binding affinity (normalized) is 0. (3) The peptide sequence is YVVIVENDNV. The MHC is HLA-A02:01 with pseudo-sequence HLA-A02:01. The binding affinity (normalized) is 0.417. (4) The peptide sequence is LQTFMRMAW. The MHC is H-2-Kb with pseudo-sequence H-2-Kb. The binding affinity (normalized) is 0. (5) The peptide sequence is VLPHLCLDY. The MHC is HLA-A11:01 with pseudo-sequence HLA-A11:01. The binding affinity (normalized) is 0.442. (6) The peptide sequence is LLLLTLLATV. The MHC is HLA-A02:03 with pseudo-sequence HLA-A02:03. The binding affinity (normalized) is 0.971. (7) The peptide sequence is FLPSDYFPKV. The MHC is HLA-A02:03 with pseudo-sequence HLA-A02:03. The binding affinity (normalized) is 0.643.